Dataset: Full USPTO retrosynthesis dataset with 1.9M reactions from patents (1976-2016). Task: Predict the reactants needed to synthesize the given product. (1) The reactants are: [Cl:1][C:2]1[C:7]([CH3:8])=[CH:6][C:5]([S:9]([NH:12][C:13]2[CH:14]=[C:15]([C:19]3[CH:24]=[CH:23][C:22]([C:25](O)=[O:26])=[CH:21][CH:20]=3)[CH:16]=[CH:17][CH:18]=2)(=[O:11])=[O:10])=[C:4]([CH3:28])[CH:3]=1.[H-].[Al+3].[Li+].[H-].[H-].[H-].C(OCC)C.O. Given the product [Cl:1][C:2]1[C:7]([CH3:8])=[CH:6][C:5]([S:9]([NH:12][C:13]2[CH:14]=[C:15]([C:19]3[CH:20]=[CH:21][C:22]([CH2:25][OH:26])=[CH:23][CH:24]=3)[CH:16]=[CH:17][CH:18]=2)(=[O:10])=[O:11])=[C:4]([CH3:28])[CH:3]=1, predict the reactants needed to synthesize it. (2) Given the product [CH3:18][C:16]1[N:17]=[C:12]2[CH:11]=[CH:10][C:9]([NH2:8])=[N:14][N:13]2[CH:15]=1, predict the reactants needed to synthesize it. The reactants are: COC1C=CC(C[NH:8][C:9]2[CH:10]=[CH:11][C:12]3[N:13]([CH:15]=[C:16]([CH3:18])[N:17]=3)[N:14]=2)=CC=1.C(O)(C(F)(F)F)=O. (3) The reactants are: [Cl:1][C:2]1[CH:7]=[C:6]([Cl:8])[CH:5]=[CH:4][C:3]=1[C:9]1[C:10]2[CH2:22][N:21]([C:23]([O:25][C:26]([CH3:29])([CH3:28])[CH3:27])=[O:24])[CH2:20][CH2:19][C:11]=2[N:12]=[C:13](S(C)(=O)=O)[N:14]=1.[NH2:30][CH2:31][CH2:32][NH:33][C:34]1[CH:39]=[CH:38][C:37]([N+:40]([O-:42])=[O:41])=[CH:36][N:35]=1. Given the product [Cl:1][C:2]1[CH:7]=[C:6]([Cl:8])[CH:5]=[CH:4][C:3]=1[C:9]1[C:10]2[CH2:22][N:21]([C:23]([O:25][C:26]([CH3:29])([CH3:28])[CH3:27])=[O:24])[CH2:20][CH2:19][C:11]=2[N:12]=[C:13]([NH:30][CH2:31][CH2:32][NH:33][C:34]2[CH:39]=[CH:38][C:37]([N+:40]([O-:42])=[O:41])=[CH:36][N:35]=2)[N:14]=1, predict the reactants needed to synthesize it. (4) The reactants are: [Cl:1][C:2]1[N:7]=[C:6](Cl)[C:5]([Cl:9])=[CH:4][N:3]=1.[CH3:10][O:11][C:12]1[CH:17]=[CH:16][C:15]([OH:18])=[CH:14][CH:13]=1.C(=O)([O-])[O-].[K+].[K+]. Given the product [Cl:1][C:2]1[N:7]=[C:6]([O:18][C:15]2[CH:16]=[CH:17][C:12]([O:11][CH3:10])=[CH:13][CH:14]=2)[C:5]([Cl:9])=[CH:4][N:3]=1, predict the reactants needed to synthesize it. (5) Given the product [C:18]([O:17][C:16](=[O:22])[NH:15][CH2:14][CH2:13][CH2:12][N:6]1[CH:7]=[CH:8][CH:9]=[C:4]([CH3:3])[C:5]1=[O:10])([CH3:21])([CH3:20])[CH3:19], predict the reactants needed to synthesize it. The reactants are: [H-].[Na+].[CH3:3][C:4]1[C:5](=[O:10])[NH:6][CH:7]=[CH:8][CH:9]=1.Br[CH2:12][CH2:13][CH2:14][NH:15][C:16](=[O:22])[O:17][C:18]([CH3:21])([CH3:20])[CH3:19].